Predict the reaction yield, written as a fraction of the theoretical maximum amount of product (1.0 means a 100% yield; for example, 0.34 means a 34% yield). From a dataset of Reaction yield outcomes from USPTO patents with 853,638 reactions. (1) The reactants are [CH2:1]([O:3][C:4]([C@@H:6]1[CH2:10][CH:9]([O:11][Si:12]([C:15]([CH3:18])([CH3:17])[CH3:16])([CH3:14])[CH3:13])[CH2:8][C@H:7]1[CH2:19][OH:20])=[O:5])[CH3:2].C(N(CC)CC)C.[C:28]1([CH3:38])[CH:33]=[CH:32][C:31]([S:34](Cl)(=[O:36])=[O:35])=[CH:30][CH:29]=1. The catalyst is ClCCl. The product is [CH2:1]([O:3][C:4]([C@@H:6]1[CH2:10][CH:9]([O:11][Si:12]([C:15]([CH3:16])([CH3:18])[CH3:17])([CH3:13])[CH3:14])[CH2:8][C@H:7]1[CH2:19][O:20][S:34]([C:31]1[CH:32]=[CH:33][C:28]([CH3:38])=[CH:29][CH:30]=1)(=[O:36])=[O:35])=[O:5])[CH3:2]. The yield is 0.800. (2) The reactants are Br[CH2:2][C:3]([C:5]1[CH:10]=[CH:9][CH:8]=[CH:7][N:6]=1)=O.[I:11][C:12]1[CH:13]=[C:14]([CH:18]=[CH:19][CH:20]=1)[C:15]([NH2:17])=[S:16]. The catalyst is C(O)C. The product is [I:11][C:12]1[CH:13]=[C:14]([C:15]2[S:16][CH:2]=[C:3]([C:5]3[CH:10]=[CH:9][CH:8]=[CH:7][N:6]=3)[N:17]=2)[CH:18]=[CH:19][CH:20]=1. The yield is 0.550.